This data is from Reaction yield outcomes from USPTO patents with 853,638 reactions. The task is: Predict the reaction yield, written as a fraction of the theoretical maximum amount of product (1.0 means a 100% yield; for example, 0.34 means a 34% yield). (1) The reactants are [NH2:1][C:2]1[C:3]([O:16][CH3:17])=[CH:4][C:5]2[CH2:11][N:10]([CH2:12][CH3:13])[CH2:9][C:8](=[O:14])[NH:7][C:6]=2[CH:15]=1.Cl[C:19]1[N:24]=[C:23]([NH:25][C:26]2[CH:31]=[CH:30][CH:29]=[CH:28][C:27]=2[S:32]([CH:35]([CH3:37])[CH3:36])(=[O:34])=[O:33])[C:22]([Cl:38])=[CH:21][N:20]=1. The catalyst is CO.C(Cl)Cl. The product is [Cl:38][C:22]1[C:23]([NH:25][C:26]2[CH:31]=[CH:30][CH:29]=[CH:28][C:27]=2[S:32]([CH:35]([CH3:37])[CH3:36])(=[O:34])=[O:33])=[N:24][C:19]([NH:1][C:2]2[C:3]([O:16][CH3:17])=[CH:4][C:5]3[CH2:11][N:10]([CH2:12][CH3:13])[CH2:9][C:8](=[O:14])[NH:7][C:6]=3[CH:15]=2)=[N:20][CH:21]=1. The yield is 0.140. (2) The reactants are [CH3:1][N:2]1[CH2:11][CH:10]([C:12]2[CH:17]=[CH:16][C:15]([S:18][CH3:19])=[CH:14][CH:13]=2)[C:9]2[C:4](=[CH:5][C:6]([O:20][CH2:21][CH2:22][CH2:23][N:24]3[CH2:29][CH2:28][O:27][CH2:26][CH2:25]3)=[CH:7][CH:8]=2)[CH2:3]1.I(C1C=CC=CC=1C(OC(C)C)=O)(=O)=[O:31]. The catalyst is CN(C=O)C.O. The product is [CH3:19][S:18]([C:15]1[CH:14]=[CH:13][C:12]([CH:10]2[C:9]3[C:4](=[CH:5][C:6]([O:20][CH2:21][CH2:22][CH2:23][N:24]4[CH2:25][CH2:26][O:27][CH2:28][CH2:29]4)=[CH:7][CH:8]=3)[CH2:3][N:2]([CH3:1])[CH2:11]2)=[CH:17][CH:16]=1)=[O:31]. The yield is 0.430. (3) The reactants are C[N+]1(C2N=C(OC)N=C(OC)N=2)CCOCC1.[Cl-].CN1CCOCC1.[O:26]1[CH2:31][CH2:30][N:29]([CH2:32][C:33]([OH:35])=O)[CH2:28][CH2:27]1.Cl.[CH2:37]([O:44][C:45](=[O:49])[C@H:46]([CH3:48])[NH2:47])[C:38]1[CH:43]=[CH:42][CH:41]=[CH:40][CH:39]=1. The catalyst is CN(C=O)C.C(Cl)Cl. The product is [O:26]1[CH2:27][CH2:28][N:29]([CH2:32][C:33]([NH:47][C@@H:46]([CH3:48])[C:45]([O:44][CH2:37][C:38]2[CH:43]=[CH:42][CH:41]=[CH:40][CH:39]=2)=[O:49])=[O:35])[CH2:30][CH2:31]1. The yield is 0.500.